Dataset: Catalyst prediction with 721,799 reactions and 888 catalyst types from USPTO. Task: Predict which catalyst facilitates the given reaction. (1) Reactant: [N:1]([CH2:4][CH2:5][C:6]1[CH:7]=[C:8]([C:16]([O-:18])=[O:17])[C:9]2[C:14]([CH:15]=1)=[CH:13][CH:12]=[CH:11][CH:10]=2)=[N+]=[N-].[C:19]1(P(C2C=CC=CC=2)C2C=CC=CC=2)C=CC=CC=1.O. Product: [NH2:1][CH2:4][CH2:5][C:6]1[CH:7]=[C:8]([C:16]([O:18][CH3:19])=[O:17])[C:9]2[C:14]([CH:15]=1)=[CH:13][CH:12]=[CH:11][CH:10]=2. The catalyst class is: 1. (2) Reactant: [C:1]([C:3]1[CH:8]=[CH:7][C:6]([N:9]2[C:13]([CH2:14][CH3:15])=[C:12]([C:16]([O:18]CC)=O)[CH:11]=[N:10]2)=[CH:5][CH:4]=1)#[N:2].FC(F)(F)C([N:25]1[CH2:30][CH2:29][N:28]([C:31]2[C:40]3[C:35](=[CH:36][C:37]4[CH2:43][CH2:42][NH:41][C:38]=4[CH:39]=3)[CH:34]=[CH:33][N:32]=2)[CH2:27][CH2:26]1)=O.C[Al](C)C.C([O-])([O-])=O.[K+].[K+]. The catalyst class is: 224. Product: [C:1]([C:3]1[CH:4]=[CH:5][C:6]([N:9]2[C:13]([CH2:14][CH3:15])=[C:12]([C:16]([N:41]3[C:38]4[CH:39]=[C:40]5[C:35]([CH:34]=[CH:33][N:32]=[C:31]5[N:28]5[CH2:27][CH2:26][NH:25][CH2:30][CH2:29]5)=[CH:36][C:37]=4[CH2:43][CH2:42]3)=[O:18])[CH:11]=[N:10]2)=[CH:7][CH:8]=1)#[N:2].